Predict the product of the given reaction. From a dataset of Forward reaction prediction with 1.9M reactions from USPTO patents (1976-2016). Given the reactants [Cl-].[OH:2][NH3+:3].[C:4](=[O:7])([O-])[OH:5].[Na+].F[C:10]1[CH:15]=[C:14]([F:16])[CH:13]=[CH:12][C:11]=1[C:17](=O)[CH2:18][N:19]1[C:24](=[O:25])[C:23]2[CH:26]=[C:27]([CH2:29][C:30]([F:33])([F:32])[F:31])[S:28][C:22]=2[N:21]([CH2:34][C:35]2[CH:40]=[CH:39][C:38]([C:41]3[C:42]([C:47]#[N:48])=[CH:43][CH:44]=[CH:45][CH:46]=3)=[CH:37][CH:36]=2)[C:20]1=[O:49].[N:51]12CCCN=C1CCCCC2, predict the reaction product. The product is: [F:16][C:14]1[CH:15]=[CH:10][C:11]2[C:17]([CH2:18][N:19]3[C:24](=[O:25])[C:23]4[CH:26]=[C:27]([CH2:29][C:30]([F:32])([F:33])[F:31])[S:28][C:22]=4[N:21]([CH2:34][C:35]4[CH:36]=[CH:37][C:38]([C:41]5[CH:46]=[CH:45][CH:44]=[CH:43][C:42]=5[C:47]5[NH:51][C:4](=[O:7])[O:5][N:48]=5)=[CH:39][CH:40]=4)[C:20]3=[O:49])=[N:3][O:2][C:12]=2[CH:13]=1.